This data is from Retrosynthesis with 50K atom-mapped reactions and 10 reaction types from USPTO. The task is: Predict the reactants needed to synthesize the given product. (1) The reactants are: CC(C)(C)OC(=O)NC12CCC1CNC2.O=C(O)c1cn(C2CC2)c2c(Cl)c(F)c(F)cc2c1=O. Given the product CC(C)(C)OC(=O)NC12CCC1CN(c1c(F)cc3c(=O)c(C(=O)O)cn(C4CC4)c3c1Cl)C2, predict the reactants needed to synthesize it. (2) Given the product Cc1oc2c(C)c(C)c(NCc3ccc(F)cc3)c(C)c2c1-c1ccc(C(C)C)cc1, predict the reactants needed to synthesize it. The reactants are: Cc1oc2c(C)c(C)c(NC(=O)c3ccc(F)cc3)c(C)c2c1-c1ccc(C(C)C)cc1.